Regression. Given two drug SMILES strings and cell line genomic features, predict the synergy score measuring deviation from expected non-interaction effect. From a dataset of NCI-60 drug combinations with 297,098 pairs across 59 cell lines. Drug 1: CNC(=O)C1=CC=CC=C1SC2=CC3=C(C=C2)C(=NN3)C=CC4=CC=CC=N4. Drug 2: CC1C(C(=O)NC(C(=O)N2CCCC2C(=O)N(CC(=O)N(C(C(=O)O1)C(C)C)C)C)C(C)C)NC(=O)C3=C4C(=C(C=C3)C)OC5=C(C(=O)C(=C(C5=N4)C(=O)NC6C(OC(=O)C(N(C(=O)CN(C(=O)C7CCCN7C(=O)C(NC6=O)C(C)C)C)C)C(C)C)C)N)C. Cell line: MDA-MB-435. Synergy scores: CSS=6.78, Synergy_ZIP=6.27, Synergy_Bliss=11.2, Synergy_Loewe=8.85, Synergy_HSA=9.42.